This data is from Full USPTO retrosynthesis dataset with 1.9M reactions from patents (1976-2016). The task is: Predict the reactants needed to synthesize the given product. (1) Given the product [CH3:20][O:18][N:17]([CH3:16])[C:12](=[O:13])[CH2:11][C:1]1[C:10]2[C:5](=[CH:6][CH:7]=[CH:8][CH:9]=2)[CH:4]=[CH:3][CH:2]=1, predict the reactants needed to synthesize it. The reactants are: [C:1]1([CH2:11][C:12](Cl)=[O:13])[C:10]2[C:5](=[CH:6][CH:7]=[CH:8][CH:9]=2)[CH:4]=[CH:3][CH:2]=1.Cl.[CH3:16][N:17](C)[OH:18].[CH3:20]CN(CC)CC.N#N. (2) Given the product [Cl:5][C:6]1[CH:22]=[C:21]2[C:9]([C:12](=[O:15])[C:13]([CH3:14])=[C:18]([C:17]([OH:24])=[O:23])[O:20]2)=[CH:8][CH:7]=1, predict the reactants needed to synthesize it. The reactants are: [O-]CC.[Na+].[Cl:5][C:6]1C=C[C:9]([C:12](=[O:15])[CH2:13][CH3:14])=[C:8](O)[CH:7]=1.[C:17]([O:24]CC)(=[O:23])[C:18]([O:20][CH2:21][CH3:22])=O.Cl.O[Li].O. (3) Given the product [C:27]([C:26]1[CH:30]=[CH:31][C:32]([O:22][CH2:21][C:4]2[CH:5]=[N:6][N:7]([CH:8]3[CH2:13][CH2:12][N:11]([C:14]([O:16][C:17]([CH3:19])([CH3:18])[CH3:20])=[O:15])[CH2:10][CH2:9]3)[C:3]=2[C:1]#[N:2])=[C:24]([F:23])[CH:25]=1)(=[O:28])[NH2:29], predict the reactants needed to synthesize it. The reactants are: [C:1]([C:3]1[N:7]([CH:8]2[CH2:13][CH2:12][N:11]([C:14]([O:16][C:17]([CH3:20])([CH3:19])[CH3:18])=[O:15])[CH2:10][CH2:9]2)[N:6]=[CH:5][C:4]=1[CH2:21][OH:22])#[N:2].[F:23][C:24]1[CH:25]=[C:26]([CH:30]=[CH:31][C:32]=1O)[C:27]([NH2:29])=[O:28].C1(P(C2C=CC=CC=2)C2C=CC=CC=2)C=CC=CC=1.N(C(OCC)=O)=NC(OCC)=O. (4) Given the product [NH2:22][C:8]1[N:7]=[C:6]([NH:5][CH2:1][CH2:2][CH2:3][CH3:4])[N:14]=[C:13]2[C:9]=1[NH:10][C:11](=[O:20])[N:12]2[CH2:15][CH2:16][CH2:17][CH2:18][N:37]1[CH2:38][CH2:39][N:34]([CH2:32][CH3:33])[CH2:35][CH2:36]1, predict the reactants needed to synthesize it. The reactants are: [CH2:1]([NH:5][C:6]1[N:14]=[C:13]2[C:9]([N:10]=[C:11]([O:20]C)[N:12]2[CH2:15][CH2:16][CH2:17][CH2:18]Cl)=[C:8]([NH2:22])[N:7]=1)[CH2:2][CH2:3][CH3:4].C(N(CC)C(C)C)(C)C.[CH2:32]([N:34]1[CH2:39][CH2:38][NH:37][CH2:36][CH2:35]1)[CH3:33].Cl. (5) Given the product [CH:30]([O:29][CH2:28][CH2:27][N:4]1[C:5]2=[N:10][C:9]([N:11]3[CH2:16][CH2:15][O:14][CH2:13][CH2:12]3)=[CH:8][C:7](=[O:17])[N:6]2[CH2:18][C:2]([CH3:19])([CH3:1])[CH2:3]1)([CH3:32])[CH3:31], predict the reactants needed to synthesize it. The reactants are: [CH3:1][C:2]1([CH3:19])[CH2:18][N:6]2[C:7](=[O:17])[CH:8]=[C:9]([N:11]3[CH2:16][CH2:15][O:14][CH2:13][CH2:12]3)[N:10]=[C:5]2[NH:4][CH2:3]1.[H-].[Na+].CS(O[CH2:27][CH2:28][O:29][CH:30]([CH3:32])[CH3:31])(=O)=O. (6) Given the product [C:1]1([O:7][C:8]([F:11])=[O:9])[CH:6]=[CH:5][CH:4]=[CH:3][CH:2]=1, predict the reactants needed to synthesize it. The reactants are: [C:1]1([O:7][C:8](Cl)=[O:9])[CH:6]=[CH:5][CH:4]=[CH:3][CH:2]=1.[F-:11].[Na+].C1OCCOCCOCCOCCOC1. (7) Given the product [C:21]([CH2:22][CH2:23][C:24]([NH:31][C:8]1[C:9]([OH:17])=[C:10]([CH:15]=[CH:16][CH:7]=1)[C:11]([O:13][CH3:14])=[O:12])=[O:25])([OH:26])=[O:27], predict the reactants needed to synthesize it. The reactants are: S(=O)(=O)(O)O.N[C:7]1[CH:8]=[C:9]([OH:17])[C:10](=[CH:15][CH:16]=1)[C:11]([O:13][CH3:14])=[O:12].C(Cl)Cl.[C:21]1(=[O:27])[O:26][C:24](=[O:25])[CH2:23][CH2:22]1.Cl.C([N:31](CC)CC)C.